Dataset: Full USPTO retrosynthesis dataset with 1.9M reactions from patents (1976-2016). Task: Predict the reactants needed to synthesize the given product. (1) Given the product [Br:13][C:10]1[CH:11]=[CH:12][C:7]2[N:6]([CH2:14][C:15]3[CH:20]=[CH:19][C:18]([O:21][CH3:22])=[CH:17][CH:16]=3)[C:5](=[O:23])[O:4][C:3]([CH2:2][NH:1][C:33](=[O:34])[C:32]3[CH:36]=[CH:37][C:29]([F:28])=[CH:30][CH:31]=3)([C:24]([F:26])([F:27])[F:25])[C:8]=2[CH:9]=1, predict the reactants needed to synthesize it. The reactants are: [NH2:1][CH2:2][C:3]1([C:24]([F:27])([F:26])[F:25])[C:8]2[CH:9]=[C:10]([Br:13])[CH:11]=[CH:12][C:7]=2[N:6]([CH2:14][C:15]2[CH:20]=[CH:19][C:18]([O:21][CH3:22])=[CH:17][CH:16]=2)[C:5](=[O:23])[O:4]1.[F:28][C:29]1[CH:37]=[CH:36][C:32]([C:33](O)=[O:34])=[CH:31][CH:30]=1.O.OC1C2N=NNC=2C=CC=1.C(N(CC)CC)C.Cl.C(N=C=NCCCN(C)C)C. (2) Given the product [N:8]1[CH:13]=[CH:12][CH:11]=[C:10]([O:14][CH2:15][C:16]([N:18]2[CH2:27][CH2:26][C:25]3[C:20](=[CH:21][CH:22]=[C:23]([NH:28][S:29]([CH:32]4[CH2:33][CH2:34][N:35]([C:44]([CH:41]5[CH2:42][CH2:43][O:38][CH2:39][CH2:40]5)=[O:45])[CH2:36][CH2:37]4)(=[O:31])=[O:30])[CH:24]=3)[CH2:19]2)=[O:17])[CH:9]=1, predict the reactants needed to synthesize it. The reactants are: C(N(CC)CC)C.[N:8]1[CH:13]=[CH:12][CH:11]=[C:10]([O:14][CH2:15][C:16]([N:18]2[CH2:27][CH2:26][C:25]3[C:20](=[CH:21][CH:22]=[C:23]([NH:28][S:29]([CH:32]4[CH2:37][CH2:36][NH:35][CH2:34][CH2:33]4)(=[O:31])=[O:30])[CH:24]=3)[CH2:19]2)=[O:17])[CH:9]=1.[O:38]1[CH2:43][CH2:42][CH:41]([C:44](Cl)=[O:45])[CH2:40][CH2:39]1.C(=O)([O-])[O-].[Na+].[Na+]. (3) Given the product [NH2:52][C:49]1[N:50]=[CH:51][C:46]([C:2]2[C:3]([C@@H:8]([NH:18][C:19](=[O:37])[CH2:20][N:21]3[C:29]4[C:28]([F:31])([F:30])[CH2:27][CH2:26][C:25]([F:33])([F:32])[C:24]=4[C:23]([CH:34]([F:36])[F:35])=[N:22]3)[CH2:9][C:10]3[CH:11]=[C:12]([F:17])[CH:13]=[C:14]([F:16])[CH:15]=3)=[N:4][CH:5]=[CH:6][CH:7]=2)=[CH:47][CH:48]=1, predict the reactants needed to synthesize it. The reactants are: Br[C:2]1[C:3]([C@@H:8]([NH:18][C:19](=[O:37])[CH2:20][N:21]2[C:29]3[C:28]([F:31])([F:30])[CH2:27][CH2:26][C:25]([F:33])([F:32])[C:24]=3[C:23]([CH:34]([F:36])[F:35])=[N:22]2)[CH2:9][C:10]2[CH:15]=[C:14]([F:16])[CH:13]=[C:12]([F:17])[CH:11]=2)=[N:4][CH:5]=[CH:6][CH:7]=1.CC1(C)C(C)(C)OB([C:46]2[CH:47]=[CH:48][C:49]([NH2:52])=[N:50][CH:51]=2)O1.